From a dataset of Forward reaction prediction with 1.9M reactions from USPTO patents (1976-2016). Predict the product of the given reaction. (1) The product is: [F:27][C:26]([F:29])([F:28])[S:23]([O:7][C:4]1[CH2:3][CH2:2][O:1][CH2:6][CH:5]=1)(=[O:25])=[O:24]. Given the reactants [O:1]1[CH2:6][CH2:5][C:4](=[O:7])[CH2:3][CH2:2]1.[Li+].CC([N-]C(C)C)C.C1C=CC(N([S:23]([C:26]([F:29])([F:28])[F:27])(=[O:25])=[O:24])[S:23]([C:26]([F:29])([F:28])[F:27])(=[O:25])=[O:24])=CC=1, predict the reaction product. (2) Given the reactants [CH2:1]([Mg]Cl)[C:2]([CH3:5])([CH3:4])[CH3:3].CCOCC.[F:13][C:14]1[C:19](I)=[CH:18][CH:17]=[C:16]([F:21])[N:15]=1.[NH4+].[Cl-], predict the reaction product. The product is: [F:13][C:14]1[C:19]([CH2:1][C:2]([CH3:5])([CH3:4])[CH3:3])=[CH:18][CH:17]=[C:16]([F:21])[N:15]=1. (3) Given the reactants [CH3:1][C:2]1[CH:12]=[CH:11][C:10]([N+:13]([O-:15])=[O:14])=[CH:9][C:3]=1[C:4](N(C)C)=[O:5].CC1C=CC([N+]([O-])=O)=CC=1C(O)=O.S(Cl)([Cl:31])=O, predict the reaction product. The product is: [CH3:1][C:2]1[CH:12]=[CH:11][C:10]([N+:13]([O-:15])=[O:14])=[CH:9][C:3]=1[C:4]([Cl:31])=[O:5]. (4) Given the reactants C(Cl)CCl.C1C=CC2N(O)N=NC=2C=1.[NH2:15][CH2:16][C:17]1[C:18]([F:34])=[C:19]([O:24][C:25]2[CH:26]=[C:27]([CH:30]=[C:31]([Cl:33])[CH:32]=2)[C:28]#[N:29])[C:20]([Br:23])=[CH:21][CH:22]=1.CC(OC([N:42](C(OC(C)(C)C)=O)[C:43]1[NH:44][C:45]([C:49](O)=[O:50])=[C:46]([Cl:48])[N:47]=1)=O)(C)C.[F:59][C:60]([F:65])([F:64])[C:61]([OH:63])=[O:62], predict the reaction product. The product is: [F:59][C:60]([F:65])([F:64])[C:61]([OH:63])=[O:62].[NH2:42][C:43]1[NH:44][C:45]([C:49]([NH:15][CH2:16][C:17]2[CH:22]=[CH:21][C:20]([Br:23])=[C:19]([O:24][C:25]3[CH:26]=[C:27]([C:28]#[N:29])[CH:30]=[C:31]([Cl:33])[CH:32]=3)[C:18]=2[F:34])=[O:50])=[C:46]([Cl:48])[N:47]=1. (5) Given the reactants [SiH](CC)(CC)CC.[CH3:8][C:9]1[CH:14]=[C:13]([C:15]2[C:19]3[CH:20]=[C:21]4[C:26](=[CH:27][C:18]=3[N:17](C(C3C=CC=CC=3)(C3C=CC=CC=3)C3C=CC=CC=3)[N:16]=2)[NH:25][C:24](=[O:28])[NH:23][CH2:22]4)[CH:12]=[CH:11][N:10]=1.[C:48]([OH:54])([C:50]([F:53])([F:52])[F:51])=[O:49], predict the reaction product. The product is: [F:51][C:50]([F:53])([F:52])[C:48]([OH:54])=[O:49].[CH3:8][C:9]1[CH:14]=[C:13]([C:15]2[C:19]3[CH:20]=[C:21]4[C:26](=[CH:27][C:18]=3[NH:17][N:16]=2)[NH:25][C:24](=[O:28])[NH:23][CH2:22]4)[CH:12]=[CH:11][N:10]=1.